From a dataset of Orexin1 receptor HTS with 218,158 compounds and 233 confirmed actives. Binary Classification. Given a drug SMILES string, predict its activity (active/inactive) in a high-throughput screening assay against a specified biological target. (1) The molecule is OC1CC(N(C1)C(OC(C)(C)C)=O)C(OCC(=O)c1ccc(cc1)c1ccccc1)=O. The result is 0 (inactive). (2) The molecule is Brc1ccc(Sc2nc(nc(c2)COC)c2ccccc2)cc1. The result is 0 (inactive).